This data is from Forward reaction prediction with 1.9M reactions from USPTO patents (1976-2016). The task is: Predict the product of the given reaction. (1) Given the reactants [Cl:1][C:2]1[C:7]2[NH:8][C:9]([CH:11]3[CH2:15][CH2:14][O:13][CH2:12]3)=[N:10][C:6]=2[CH:5]=[C:4]([OH:16])[CH:3]=1.[Cl:17][C:18]1[CH:23]=[C:22](Cl)[N:21]=[CH:20][N:19]=1.C(=O)([O-])[O-].[K+].[K+], predict the reaction product. The product is: [Cl:1][C:2]1[C:7]2[NH:8][C:9]([CH:11]3[CH2:15][CH2:14][O:13][CH2:12]3)=[N:10][C:6]=2[CH:5]=[C:4]([O:16][C:22]2[CH:23]=[C:18]([Cl:17])[N:19]=[CH:20][N:21]=2)[CH:3]=1. (2) Given the reactants [C:1]([O:5][C:6](=[O:50])[N:7]([CH2:17][C@@H:18]([OH:49])[C@@H:19]([NH:29][C:30](=[O:48])[C:31]1[CH:36]=[C:35]([N:37]2[CH2:42][CH2:41][CH2:40][CH2:39][S:38]2(=[O:44])=[O:43])[CH:34]=[C:33]([C:45](=[O:47])[CH3:46])[CH:32]=1)[CH2:20][C:21]1[CH:26]=[C:25]([F:27])[CH:24]=[C:23]([F:28])[CH:22]=1)[CH2:8][C:9]1[CH:14]=[CH:13][CH:12]=[C:11]([O:15][CH3:16])[CH:10]=1)([CH3:4])([CH3:3])[CH3:2].[BH4-].[Na+], predict the reaction product. The product is: [C:1]([O:5][C:6](=[O:50])[N:7]([CH2:17][C@@H:18]([OH:49])[C@@H:19]([NH:29][C:30](=[O:48])[C:31]1[CH:32]=[C:33]([CH:45]([OH:47])[CH3:46])[CH:34]=[C:35]([N:37]2[CH2:42][CH2:41][CH2:40][CH2:39][S:38]2(=[O:43])=[O:44])[CH:36]=1)[CH2:20][C:21]1[CH:22]=[C:23]([F:28])[CH:24]=[C:25]([F:27])[CH:26]=1)[CH2:8][C:9]1[CH:14]=[CH:13][CH:12]=[C:11]([O:15][CH3:16])[CH:10]=1)([CH3:2])([CH3:3])[CH3:4]. (3) Given the reactants [Cl:1][C:2]1[CH:7]=[CH:6][N:5]=[C:4]([NH:8][C:9]2[CH:14]=[CH:13][CH:12]=[C:11]([C:15]([F:18])([F:17])[F:16])[CH:10]=2)[N:3]=1.[CH3:19][N:20]([CH3:27])[CH2:21][C:22]([CH3:26])([CH3:25])[CH2:23][NH2:24].C(N(C(C)C)CC)(C)C.Cl, predict the reaction product. The product is: [ClH:1].[CH3:19][N:20]([CH3:27])[CH2:21][C:22]([CH3:26])([CH3:25])[CH2:23][NH:24][C:2]1[CH:7]=[CH:6][N:5]=[C:4]([NH:8][C:9]2[CH:14]=[CH:13][CH:12]=[C:11]([C:15]([F:18])([F:17])[F:16])[CH:10]=2)[N:3]=1. (4) Given the reactants Cl[C:2]1([NH2:20])[N:19]=[CH:18][N:17]=[C:16]2[C:3]1=[N:4][CH2:5][N:6]2[C@@H:7]1[O:15][C@H:12]([CH2:13][OH:14])[C@@H:10]([OH:11])[C@H:8]1[OH:9].O.[NH2:22][NH2:23], predict the reaction product. The product is: [NH:22]([NH:20][C:2]1[C:3]2[N:4]=[CH:5][N:6]([C:16]=2[N:17]=[CH:18][N:19]=1)[C@@H:7]1[O:15][C@H:12]([CH2:13][OH:14])[C@@H:10]([OH:11])[C@H:8]1[OH:9])[NH2:23]. (5) The product is: [Cl:10][S:11]([C:6]1[C:2]([CH3:1])=[C:3]([C:7]([OH:9])=[O:8])[S:4][CH:5]=1)(=[O:13])=[O:12]. Given the reactants [CH3:1][C:2]1[CH:6]=[CH:5][S:4][C:3]=1[C:7]([OH:9])=[O:8].[Cl:10][S:11](O)(=[O:13])=[O:12], predict the reaction product.